Task: Predict the product of the given reaction.. Dataset: Forward reaction prediction with 1.9M reactions from USPTO patents (1976-2016) (1) Given the reactants N[C:2]1[CH:11]=[CH:10][CH:9]=[C:8]2[C:3]=1[CH:4]=[CH:5][N:6]([CH2:13][C:14]1[CH:23]=[CH:22][C:17]3[O:18][CH2:19][CH2:20][O:21][C:16]=3[CH:15]=1)[C:7]2=[O:12].N([O-])=O.[Na+].CS(C)=O.[IH:32].C([O-])(O)=O.[Na+], predict the reaction product. The product is: [O:18]1[C:17]2[CH:22]=[CH:23][C:14]([CH2:13][N:6]3[CH:5]=[CH:4][C:3]4[C:8](=[CH:9][CH:10]=[CH:11][C:2]=4[I:32])[C:7]3=[O:12])=[CH:15][C:16]=2[O:21][CH2:20][CH2:19]1. (2) Given the reactants C([O:8][C@H:9]1[C@@H:15]2[C@@H:16]([O:17]CC3C=CC=CC=3)[C@@H:12]([C@H:13]([N:25]3[CH:33]=[C:31]([CH3:32])[C:29](=[O:30])[NH:28][C:26]3=[O:27])[O:14]2)[O:11][CH2:10]1)C1C=CC=CC=1, predict the reaction product. The product is: [OH:8][C@H:9]1[C@@H:15]2[C@@H:16]([OH:17])[C@@H:12]([C@H:13]([N:25]3[CH:33]=[C:31]([CH3:32])[C:29](=[O:30])[NH:28][C:26]3=[O:27])[O:14]2)[O:11][CH2:10]1. (3) Given the reactants [CH3:1][O:2][C:3]1[CH:4]=[CH:5][C:6]2[CH:10]=[C:9]([CH3:11])[S:8][C:7]=2[CH:12]=1.[Br:13]Br, predict the reaction product. The product is: [Br:13][C:10]1[C:6]2[CH:5]=[CH:4][C:3]([O:2][CH3:1])=[CH:12][C:7]=2[S:8][C:9]=1[CH3:11]. (4) Given the reactants [CH2:1]([C:3]([C:7]1[C:27]([CH3:28])=[CH:26][CH:25]=[CH:24][C:8]=1[C:9]([NH:11][C:12]1([C:21]([OH:23])=[O:22])[CH2:20][C:19]2[C:14](=[CH:15][CH:16]=[CH:17][CH:18]=2)[CH2:13]1)=[O:10])=[CH:4][CH2:5][CH3:6])[CH3:2], predict the reaction product. The product is: [CH2:1]([CH:3]([C:7]1[C:27]([CH3:28])=[CH:26][CH:25]=[CH:24][C:8]=1[C:9]([NH:11][C:12]1([C:21]([OH:23])=[O:22])[CH2:20][C:19]2[C:14](=[CH:15][CH:16]=[CH:17][CH:18]=2)[CH2:13]1)=[O:10])[CH2:4][CH2:5][CH3:6])[CH3:2]. (5) Given the reactants [C:1]([O:5][C:6]([NH:8][C@@:9]1([C:19]([OH:21])=[O:20])[C@@H:14]([F:15])[CH2:13][C@@H:12]2[C@H:10]1[C@H:11]2[C:16]([OH:18])=[O:17])=[O:7])([CH3:4])([CH3:3])[CH3:2].C(=O)([O-])[O-].[K+].[K+].O, predict the reaction product. The product is: [C:1]([O:5][C:6]([NH:8][C@@:9]1([C:19]([O:21][CH2:14][CH:9]=[CH2:10])=[O:20])[C@@H:14]([F:15])[CH2:13][C@@H:12]2[C@H:10]1[C@H:11]2[C:16]([O:18][CH2:3][CH:1]=[CH2:2])=[O:17])=[O:7])([CH3:4])([CH3:2])[CH3:3]. (6) Given the reactants [C:1]1(P(C2C=CC=CC=2)C2C=CC=CC=2)[CH:6]=CC=C[CH:2]=1.CCOC(/N=N/C(OCC)=O)=O.C(O)(C)C.[Br:36][C:37]1[CH:38]=[C:39]([OH:44])[C:40]([Cl:43])=[CH:41][CH:42]=1, predict the reaction product. The product is: [Br:36][C:37]1[CH:42]=[CH:41][C:40]([Cl:43])=[C:39]([O:44][CH:1]([CH3:6])[CH3:2])[CH:38]=1.